Dataset: Forward reaction prediction with 1.9M reactions from USPTO patents (1976-2016). Task: Predict the product of the given reaction. (1) Given the reactants [Cl:1][C:2]1[CH:19]=[CH:18][C:5]([C:6]([NH:8][C:9]2[S:10][CH:11]=[C:12]([CH2:14][C:15]([OH:17])=O)[N:13]=2)=[O:7])=[CH:4][CH:3]=1.[C:20]([NH:24][S:25]([C:28]1[C:29]([C:34]2[CH:39]=[CH:38][C:37]([NH2:40])=[C:36]([F:41])[CH:35]=2)=[CH:30][CH:31]=[CH:32][CH:33]=1)(=[O:27])=[O:26])([CH3:23])([CH3:22])[CH3:21], predict the reaction product. The product is: [C:20]([NH:24][S:25]([C:28]1[CH:33]=[CH:32][CH:31]=[CH:30][C:29]=1[C:34]1[CH:39]=[CH:38][C:37]([NH:40][C:15]([CH2:14][C:12]2[N:13]=[C:9]([NH:8][C:6](=[O:7])[C:5]3[CH:4]=[CH:3][C:2]([Cl:1])=[CH:19][CH:18]=3)[S:10][CH:11]=2)=[O:17])=[C:36]([F:41])[CH:35]=1)(=[O:27])=[O:26])([CH3:23])([CH3:21])[CH3:22]. (2) Given the reactants [C:1]([N:4]1[C:13]2[C:8](=[CH:9][C:10]([C:15]([O:17]C)=[O:16])=[C:11]([F:14])[CH:12]=2)[C@H:7]([NH:19][C:20]2[N:25]=[C:24]([CH3:26])[CH:23]=[CH:22][N:21]=2)[C@@H:6]([CH3:27])[C@@H:5]1[CH:28]1[CH2:30][CH2:29]1)(=[O:3])[CH3:2].[OH-].[Li+].Cl.CO.C(Cl)Cl, predict the reaction product. The product is: [C:1]([N:4]1[C:13]2[C:8](=[CH:9][C:10]([C:15]([OH:17])=[O:16])=[C:11]([F:14])[CH:12]=2)[C@H:7]([NH:19][C:20]2[N:25]=[C:24]([CH3:26])[CH:23]=[CH:22][N:21]=2)[C@@H:6]([CH3:27])[C@@H:5]1[CH:28]1[CH2:29][CH2:30]1)(=[O:3])[CH3:2]. (3) Given the reactants [OH:1][C:2]1[CH:3]=[C:4]([CH:7]=[CH:8][CH:9]=1)[CH:5]=[O:6].CCN(CC)CC.[CH3:17][C:18]([Si:21](Cl)([CH3:23])[CH3:22])([CH3:20])[CH3:19], predict the reaction product. The product is: [Si:21]([O:1][C:2]1[CH:3]=[C:4]([CH:7]=[CH:8][CH:9]=1)[CH:5]=[O:6])([C:18]([CH3:20])([CH3:19])[CH3:17])([CH3:23])[CH3:22]. (4) Given the reactants C([O:5][C:6](=[O:31])[CH2:7][CH2:8][NH:9][CH2:10][C:11]1[CH:12]=[CH:13][C:14]2[O:18][C:17]([C:19]3[CH:24]=[CH:23][C:22](Cl)=[C:21]([C:26]([F:29])([F:28])[F:27])[CH:20]=3)=[CH:16][C:15]=2[CH:30]=1)(C)(C)C.[C:32]1(OB(O)O)[CH:37]=[CH:36][CH:35]=[CH:34][CH:33]=1.C1(P(C2CCCCC2)C2C=CC=CC=2C2C=CC=CC=2)CCCCC1.[F-].[K+], predict the reaction product. The product is: [F:29][C:26]([F:28])([F:27])[C:21]1[CH:20]=[C:19]([C:17]2[O:18][C:14]3[CH:13]=[CH:12][C:11]([CH2:10][NH:9][CH2:8][CH2:7][C:6]([OH:5])=[O:31])=[CH:30][C:15]=3[CH:16]=2)[CH:24]=[CH:23][C:22]=1[C:32]1[CH:37]=[CH:36][CH:35]=[CH:34][CH:33]=1. (5) Given the reactants [C:1]([C:3]1[C:4]([F:25])=[C:5]([CH2:9][C:10]2[N:11]=[C:12]3[S:19][CH:18]=[C:17]([C:20]([NH:22][CH2:23][CH3:24])=[O:21])[N:13]3[C:14](=[O:16])[CH:15]=2)[CH:6]=[CH:7][CH:8]=1)#[N:2].[B-](F)(F)(F)[F:27].[B-](F)(F)(F)F.C1[N+]2(CCl)CC[N+](F)(CC2)C1, predict the reaction product. The product is: [C:1]([C:3]1[C:4]([F:25])=[C:5]([CH2:9][C:10]2[N:11]=[C:12]3[S:19][CH:18]=[C:17]([C:20]([NH:22][CH2:23][CH3:24])=[O:21])[N:13]3[C:14](=[O:16])[C:15]=2[F:27])[CH:6]=[CH:7][CH:8]=1)#[N:2]. (6) The product is: [ClH:54].[CH:30]1([CH2:29][NH:28][C:13]([C@H:10]2[CH2:11][CH2:12][NH:8][CH2:9]2)=[O:15])[CH2:26][CH2:31]1. Given the reactants C(OC([N:8]1[CH2:12][CH2:11][C@H:10]([C:13]([OH:15])=O)[CH2:9]1)=O)(C)(C)C.F[P-](F)(F)(F)(F)F.N1(OC(N(C)C)=[N+](C)C)C2[N:28]=[CH:29][CH:30]=[CH:31][C:26]=2N=N1.NCC1CC1.C(N(CC)C(C)C)(C)C.[ClH:54], predict the reaction product. (7) Given the reactants F[C:2]1[CH:19]=[CH:18][C:5]([C:6]([C:8]2[C:13]([O:14][CH2:15][CH2:16][CH3:17])=[CH:12][CH:11]=[CH:10][N:9]=2)=[O:7])=[CH:4][CH:3]=1.[N-:20]=[N+]=[N-].[Na+].CS(C)=O, predict the reaction product. The product is: [NH2:20][C:2]1[CH:19]=[CH:18][C:5]([CH:6]([C:8]2[C:13]([O:14][CH2:15][CH2:16][CH3:17])=[CH:12][CH:11]=[CH:10][N:9]=2)[OH:7])=[CH:4][CH:3]=1. (8) The product is: [CH:22]1([CH2:21][O:20][C:19]2[N:18]=[C:17]([C:25]([OH:27])=[O:26])[CH:16]=[CH:15][C:14]=2[N:1]2[CH2:5][CH2:4][CH2:3][C:2]2=[O:6])[CH2:23][CH2:24]1. Given the reactants [NH:1]1[CH2:5][CH2:4][CH2:3][C:2]1=[O:6].C(=O)([O-])[O-].[Cs+].[Cs+].Br[C:14]1[CH:15]=[CH:16][C:17]([C:25]([OH:27])=[O:26])=[N:18][C:19]=1[O:20][CH2:21][CH:22]1[CH2:24][CH2:23]1, predict the reaction product. (9) Given the reactants O.O.Cl[Sn]Cl.[NH2:6][C:7]1[CH:8]=[C:9]([CH:13]=[CH:14][C:15]=1[C@:16](CC(C)C)([NH2:27])[C:17]([O:19][CH2:20][C:21]1[CH:26]=[CH:25][CH:24]=[CH:23][CH:22]=1)=[O:18])[C:10]([OH:12])=[O:11], predict the reaction product. The product is: [NH2:6][C:7]1[CH:8]=[C:9]([CH:13]=[CH:14][C:15]=1[C@H:16]([NH:27][CH2:8][CH:9]([CH3:13])[CH3:10])[C:17]([O:19][CH2:20][C:21]1[CH:22]=[CH:23][CH:24]=[CH:25][CH:26]=1)=[O:18])[C:10]([OH:12])=[O:11]. (10) Given the reactants C([NH:9][C:10]1[N:18]=[CH:17][N:16]=[C:15]2[C:11]=1[N:12]=[CH:13][N:14]2[C@@H:19]1[O:23][C@H:22](/[CH:24]=[CH:25]/[P:26](=[O:29])([OH:28])[OH:27])[C@@H:21]([OH:30])[C@H:20]1[OH:31])(=O)C1C=CC=CC=1.[NH4+].[OH-], predict the reaction product. The product is: [NH2:9][C:10]1[N:18]=[CH:17][N:16]=[C:15]2[C:11]=1[N:12]=[CH:13][N:14]2[C@@H:19]1[O:23][C@H:22](/[CH:24]=[CH:25]/[P:26](=[O:27])([OH:28])[OH:29])[C@@H:21]([OH:30])[C@H:20]1[OH:31].